From a dataset of Forward reaction prediction with 1.9M reactions from USPTO patents (1976-2016). Predict the product of the given reaction. Given the reactants C([O:4][C:5]1[CH:10]=[C:9]([C:11]#[N:12])[C:8](Br)=[C:7]([C:14]#[N:15])[C:6]=1[O:16]C(=O)C)(=O)C.[F:20][C:21]([F:40])([F:39])[C:22]1[CH:23]=[C:24](/[CH:28]=[CH:29]/B2OC(C)(C)C(C)(C)O2)[CH:25]=[CH:26][CH:27]=1, predict the reaction product. The product is: [OH:16][C:6]1[C:5]([OH:4])=[CH:10][C:9]([C:11]#[N:12])=[C:8](/[CH:29]=[CH:28]/[C:24]2[CH:25]=[CH:26][CH:27]=[C:22]([C:21]([F:20])([F:39])[F:40])[CH:23]=2)[C:7]=1[C:14]#[N:15].